Dataset: Catalyst prediction with 721,799 reactions and 888 catalyst types from USPTO. Task: Predict which catalyst facilitates the given reaction. (1) The catalyst class is: 880. Product: [CH3:1][C:2]1[N:7]=[C:6]2[N:8]([CH2:12][C:13]3[CH:18]=[CH:17][CH:16]=[C:15]([C:19]4[N:24]=[CH:23][C:22]([N:25]5[CH2:30][CH2:29][NH:28][CH2:27][CH2:26]5)=[CH:21][N:20]=4)[CH:14]=3)[C:9](=[O:11])[O:10][C:5]2=[CH:4][CH:3]=1. Reactant: [CH3:1][C:2]1[N:7]=[C:6]2[N:8]([CH2:12][C:13]3[CH:14]=[C:15]([C:19]4[N:24]=[CH:23][C:22]([N:25]5[CH2:30][CH2:29][N:28](C(OCCCC)=O)[CH2:27][CH2:26]5)=[CH:21][N:20]=4)[CH:16]=[CH:17][CH:18]=3)[C:9](=[O:11])[O:10][C:5]2=[CH:4][CH:3]=1.Cl. (2) Reactant: [OH-].[Na+].[NH2:3][C:4]1[CH:24]=[CH:23][C:7]([C:8]([C:10]2[N:14]3[CH:15]=[C:16]([C:19]([O:21]C)=[O:20])[CH:17]=[CH:18][C:13]3=[CH:12][N:11]=2)=[O:9])=[CH:6][C:5]=1[O:25][CH3:26].O1CCOCC1.ClCCl. Product: [NH2:3][C:4]1[CH:24]=[CH:23][C:7]([C:8]([C:10]2[N:14]3[CH:15]=[C:16]([C:19]([OH:21])=[O:20])[CH:17]=[CH:18][C:13]3=[CH:12][N:11]=2)=[O:9])=[CH:6][C:5]=1[O:25][CH3:26]. The catalyst class is: 5. (3) Reactant: [N+:1]([C:4]1[C:9]([N:10]2[CH2:15][CH2:14][O:13][CH2:12][CH2:11]2)=[CH:8][CH:7]=[CH:6][N:5]=1)([O-])=O.[H][H]. Product: [O:13]1[CH2:14][CH2:15][N:10]([C:9]2[C:4]([NH2:1])=[N:5][CH:6]=[CH:7][CH:8]=2)[CH2:11][CH2:12]1. The catalyst class is: 78. (4) Reactant: [C:1]([C:3]1[CH:12]=[CH:11][CH:10]=[C:9]([N+:13]([O-:15])=[O:14])[C:4]=1[C:5]([O:7][CH3:8])=[O:6])#[N:2].[Cl-].[NH4+].[N-:18]=[N+:19]=[N-:20].[Na+].O. Product: [N+:13]([C:9]1[CH:10]=[CH:11][CH:12]=[C:3]([C:1]2[NH:20][N:19]=[N:18][N:2]=2)[C:4]=1[C:5]([O:7][CH3:8])=[O:6])([O-:15])=[O:14]. The catalyst class is: 3. (5) Reactant: [H-].[Al+3].[Li+].[H-].[H-].[H-].[O:7]=[C:8]1[CH2:13][CH2:12][CH2:11][C@H:10]([CH2:14][CH2:15][C:16](=[O:24])[CH2:17][C:18]2[CH:23]=[CH:22][CH:21]=[CH:20][CH:19]=2)[N:9]1[CH2:25][CH2:26][CH2:27][CH2:28][O:29][CH2:30][C:31]#[N:32]. Product: [OH:24][CH:16]([CH2:17][C:18]1[CH:23]=[CH:22][CH:21]=[CH:20][CH:19]=1)[CH2:15][CH2:14][C@H:10]1[CH2:11][CH2:12][CH2:13][C:8](=[O:7])[N:9]1[CH2:25][CH2:26][CH2:27][CH2:28][O:29][CH2:30][C:31]#[N:32]. The catalyst class is: 1. (6) Reactant: [Si:1]([O:18][CH2:19][C@@H:20]([N:23]1[C@H:28]([C:29]2[CH:34]=[CH:33][C:32]([Cl:35])=[CH:31][N:30]=2)[C@@H:27]([C:36]2[CH:41]=[CH:40][CH:39]=[C:38]([Cl:42])[CH:37]=2)[CH2:26][CH:25]([CH3:43])[C:24]1=[O:44])[CH2:21][CH3:22])([C:14]([CH3:17])([CH3:16])[CH3:15])([C:8]1[CH:13]=[CH:12][CH:11]=[CH:10][CH:9]=1)[C:2]1[CH:7]=[CH:6][CH:5]=[CH:4][CH:3]=1.[CH2:45](Br)[CH:46]=C.[CH3:49][Si]([N-][Si](C)(C)C)(C)C.[Li+]. Product: [CH2:43]([C:25]1([CH3:49])[CH2:26][C@H:27]([C:36]2[CH:41]=[CH:40][CH:39]=[C:38]([Cl:42])[CH:37]=2)[C@@H:28]([C:29]2[CH:34]=[CH:33][C:32]([Cl:35])=[CH:31][N:30]=2)[N:23]([C@@H:20]([CH2:21][CH3:22])[CH2:19][O:18][Si:1]([C:14]([CH3:17])([CH3:16])[CH3:15])([C:8]2[CH:13]=[CH:12][CH:11]=[CH:10][CH:9]=2)[C:2]2[CH:7]=[CH:6][CH:5]=[CH:4][CH:3]=2)[C:24]1=[O:44])[CH:45]=[CH2:46]. The catalyst class is: 1. (7) Reactant: [CH3:1][C:2]1[CH:14]=[CH:13][CH:12]=[C:11]([CH3:15])[C:3]=1[C:4]([O:6][CH2:7][CH2:8][O:9][CH3:10])=[O:5].S(Cl)([Cl:19])(=O)=O.CC(N=NC(C#N)(C)C)(C#N)C. Product: [Cl:19][CH2:1][C:2]1[CH:14]=[CH:13][CH:12]=[C:11]([CH3:15])[C:3]=1[C:4]([O:6][CH2:7][CH2:8][O:9][CH3:10])=[O:5]. The catalyst class is: 6.